This data is from Full USPTO retrosynthesis dataset with 1.9M reactions from patents (1976-2016). The task is: Predict the reactants needed to synthesize the given product. Given the product [N+:16]([C:12]1[CH:11]=[C:10]([C:9]2[S:21][C:2]3[CH:7]=[CH:6][N:5]=[CH:4][C:3]=3[N:8]=2)[CH:15]=[CH:14][CH:13]=1)([O-:18])=[O:17], predict the reactants needed to synthesize it. The reactants are: O[C:2]1[CH:7]=[CH:6][N:5]=[CH:4][C:3]=1[NH:8][C:9](=O)[C:10]1[CH:15]=[CH:14][CH:13]=[C:12]([N+:16]([O-:18])=[O:17])[CH:11]=1.P12(SP3(SP(SP(S3)(S1)=S)(=S)S2)=S)=[S:21].